This data is from Catalyst prediction with 721,799 reactions and 888 catalyst types from USPTO. The task is: Predict which catalyst facilitates the given reaction. (1) Reactant: Cl[C:2]1[C:7]2=[N:8][N:9]=[CH:10][N:6]2[N:5]=[C:4]([C:11]2[CH:16]=[CH:15][C:14]([Cl:17])=[CH:13][C:12]=2[Cl:18])[N:3]=1.Cl.[NH2:20][C:21]1[C:26]([C:27](=[O:30])[CH2:28][CH3:29])=[CH:25][CH:24]=[C:23]([NH:31][CH2:32][CH2:33][NH2:34])[N:22]=1.C(N(CC)C(C)C)(C)C. Product: [NH2:20][C:21]1[C:26]([C:27](=[O:30])[CH2:28][CH3:29])=[CH:25][CH:24]=[C:23]([NH:31][CH2:32][CH2:33][NH:34][C:2]2[C:7]3=[N:8][N:9]=[CH:10][N:6]3[N:5]=[C:4]([C:11]3[CH:16]=[CH:15][C:14]([Cl:17])=[CH:13][C:12]=3[Cl:18])[N:3]=2)[N:22]=1. The catalyst class is: 16. (2) Reactant: [CH:1]1([NH:4][C:5]2[C:6]([NH2:12])=[CH:7][CH:8]=[C:9]([F:11])[CH:10]=2)[CH2:3][CH2:2]1.[C:13]([O:17][C:18]([NH:20][C@@H:21]([CH3:25])[C:22](O)=[O:23])=[O:19])([CH3:16])([CH3:15])[CH3:14].C1C=NC2N(O)N=NC=2C=1.CN1CCOCC1.Cl.CN(C)CCCN=C=NCC. Product: [C:13]([O:17][C:18](=[O:19])[NH:20][C@H:21]([C:22](=[O:23])[NH:12][C:6]1[CH:7]=[CH:8][C:9]([F:11])=[CH:10][C:5]=1[NH:4][CH:1]1[CH2:3][CH2:2]1)[CH3:25])([CH3:14])([CH3:15])[CH3:16]. The catalyst class is: 2. (3) Reactant: C(NC(C)C)(C)C.C([Li])CCC.[C:13](#[N:16])[CH2:14][CH3:15].Br[C:18]1[C:23]([Cl:24])=[CH:22][CH:21]=[CH:20][N:19]=1. Product: [Cl:24][C:23]1[C:18]([CH:14]([CH3:15])[C:13]#[N:16])=[N:19][CH:20]=[CH:21][CH:22]=1. The catalyst class is: 1. (4) Reactant: Cl[C:2]1[CH:11]=[N:10][C:9]2[C:4](=[CH:5][CH:6]=[C:7]([O:12][CH2:13][CH2:14][O:15][CH3:16])[CH:8]=2)[N:3]=1.CC1(C)C(C)(C)OB([C:25]2[CH:30]=[CH:29][C:28]([CH2:31][C:32]([NH:34][C:35]3[CH:39]=[C:38]([C:40]4([C:43]([F:46])([F:45])[F:44])[CH2:42][CH2:41]4)[O:37][N:36]=3)=[O:33])=[CH:27][CH:26]=2)O1.C([O-])([O-])=O.[Na+].[Na+]. Product: [CH3:16][O:15][CH2:14][CH2:13][O:12][C:7]1[CH:8]=[C:9]2[C:4](=[CH:5][CH:6]=1)[N:3]=[C:2]([C:25]1[CH:26]=[CH:27][C:28]([CH2:31][C:32]([NH:34][C:35]3[CH:39]=[C:38]([C:40]4([C:43]([F:46])([F:44])[F:45])[CH2:41][CH2:42]4)[O:37][N:36]=3)=[O:33])=[CH:29][CH:30]=1)[CH:11]=[N:10]2. The catalyst class is: 144.